From a dataset of Catalyst prediction with 721,799 reactions and 888 catalyst types from USPTO. Predict which catalyst facilitates the given reaction. (1) The catalyst class is: 26. Product: [C:9]([CH2:11][CH2:12][S:13][N:2]1[C:6](=[O:7])[CH2:5][CH2:4][C:3]1=[O:8])#[N:10]. Reactant: Br[N:2]1[C:6](=[O:7])[CH2:5][CH2:4][C:3]1=[O:8].[C:9]([CH2:11][CH2:12][S:13][S:13][CH2:12][CH2:11][C:9]#[N:10])#[N:10].CCCCCC. (2) Reactant: [Br:1]Br.[CH2:3]([CH:5]1[C:13]2[C:8](=[CH:9][CH:10]=[CH:11][CH:12]=2)[NH:7][C:6]1=[O:14])[CH3:4].C([O-])(=O)C.[Na+].C(O)(=O)C. Product: [Br:1][C:11]1[CH:12]=[C:13]2[C:8](=[CH:9][CH:10]=1)[NH:7][C:6](=[O:14])[CH:5]2[CH2:3][CH3:4]. The catalyst class is: 4. (3) Reactant: [Br:1][C:2]1[CH:11]=[CH:10][C:9]2[C:4](=[CH:5][C:6]([O:12][C@H:13]3[CH2:18][CH2:17][C@@H:16]([C:19]([F:22])([F:21])[F:20])[CH2:15][CH2:14]3)=[CH:7][CH:8]=2)[CH:3]=1.Cl[CH:24](Cl)[O:25]C.Cl. Product: [Br:1][C:2]1[CH:3]=[C:4]2[C:9]([CH:8]=[CH:7][C:6]([O:12][C@H:13]3[CH2:14][CH2:15][C@@H:16]([C:19]([F:20])([F:21])[F:22])[CH2:17][CH2:18]3)=[C:5]2[CH:24]=[O:25])=[CH:10][CH:11]=1. The catalyst class is: 388. (4) Product: [Cl:12][C:13]1[CH:18]=[C:17]([N+:19]([O-:21])=[O:20])[CH:16]=[C:15]([N+:22]([O-:24])=[O:23])[C:14]=1[CH:6]([C:7]([O:9][CH3:10])=[O:8])[C:5]([O:4][CH3:3])=[O:11]. Reactant: [H-].[Na+].[CH3:3][O:4][C:5](=[O:11])[CH2:6][C:7]([O:9][CH3:10])=[O:8].[Cl:12][C:13]1[CH:18]=[C:17]([N+:19]([O-:21])=[O:20])[CH:16]=[C:15]([N+:22]([O-:24])=[O:23])[C:14]=1Cl. The catalyst class is: 3. (5) Reactant: [C:1](=[S:4])([S-:3])[NH2:2].[NH4+].Br[CH2:7][C:8]([C:10]1[CH:15]=[CH:14][CH:13]=[CH:12][CH:11]=1)=O. Product: [C:10]1([C:8]2[N:2]=[C:1]([SH:3])[S:4][CH:7]=2)[CH:15]=[CH:14][CH:13]=[CH:12][CH:11]=1. The catalyst class is: 14. (6) Reactant: C([O:4][C@@H:5]1[C@H:9]([O:10]C(=O)C)[CH:8]([CH2:14][O:15][P:16]([O:22][CH2:23][CH:24]=[CH2:25])([O:18][CH2:19][CH:20]=[CH2:21])=[O:17])[O:7][C@H:6]1[N:26]1[CH:31]=[C:30]([F:32])[N:29]=[C:28]([C:33]([NH2:35])=[O:34])[C:27]1=[O:36])(=O)C.C[O-].[Na+].C(O)(=O)C. Product: [P:16]([O:22][CH2:23][CH:24]=[CH2:25])([O:18][CH2:19][CH:20]=[CH2:21])([O:15][CH2:14][C@@H:8]1[C@@H:9]([OH:10])[C@@H:5]([OH:4])[C@H:6]([N:26]2[CH:31]=[C:30]([F:32])[N:29]=[C:28]([C:33]([NH2:35])=[O:34])[C:27]2=[O:36])[O:7]1)=[O:17]. The catalyst class is: 5.